Dataset: Merck oncology drug combination screen with 23,052 pairs across 39 cell lines. Task: Regression. Given two drug SMILES strings and cell line genomic features, predict the synergy score measuring deviation from expected non-interaction effect. (1) Drug 1: O=P1(N(CCCl)CCCl)NCCCO1. Drug 2: CC1(c2nc3c(C(N)=O)cccc3[nH]2)CCCN1. Cell line: OV90. Synergy scores: synergy=11.8. (2) Drug 1: N#Cc1ccc(Cn2cncc2CN2CCN(c3cccc(Cl)c3)C(=O)C2)cc1. Drug 2: Cc1nc(Nc2ncc(C(=O)Nc3c(C)cccc3Cl)s2)cc(N2CCN(CCO)CC2)n1. Cell line: VCAP. Synergy scores: synergy=11.1.